From a dataset of Forward reaction prediction with 1.9M reactions from USPTO patents (1976-2016). Predict the product of the given reaction. (1) Given the reactants Br[C:2]1[CH:3]=[CH:4][C:5]2[N:6]([C:8]([C:12]3[N:17]=[C:16]([CH3:18])[N:15]=[C:14]([NH2:19])[CH:13]=3)=[C:9]([Cl:11])[N:10]=2)[CH:7]=1.FC(F)(F)C(O)=O, predict the reaction product. The product is: [Cl:11][C:9]1[N:10]=[C:5]2[CH:4]=[CH:3][CH:2]=[CH:7][N:6]2[C:8]=1[C:12]1[N:17]=[C:16]([CH3:18])[N:15]=[C:14]([NH2:19])[CH:13]=1. (2) Given the reactants Cl[S:2]([C:5]1[CH:6]=[C:7]([CH:11]=[CH:12][CH:13]=1)[C:8]([OH:10])=O)(=[O:4])=[O:3].[NH2:14][C:15]1[CH:16]=[CH:17][C:18]([Cl:21])=[N:19][CH:20]=1.[NH2:22][C:23]1[CH:32]=[CH:31][C:30]([Br:33])=[CH:29][C:24]=1[C:25]([O:27]C)=[O:26], predict the reaction product. The product is: [Br:33][C:30]1[CH:31]=[CH:32][C:23]([NH:22][C:8](=[O:10])[C:7]2[CH:11]=[CH:12][CH:13]=[C:5]([S:2](=[O:3])(=[O:4])[NH:14][C:15]3[CH:20]=[N:19][C:18]([Cl:21])=[CH:17][CH:16]=3)[CH:6]=2)=[C:24]([CH:29]=1)[C:25]([OH:27])=[O:26].